Predict the reactants needed to synthesize the given product. From a dataset of Full USPTO retrosynthesis dataset with 1.9M reactions from patents (1976-2016). (1) Given the product [Br:7][C:8]1[CH:9]=[CH:10][C:11]([O:26][CH3:27])=[C:12]([C:14]2([CH2:24][NH2:25])[CH2:15][CH2:16][C:17]3([O:18][CH2:19][CH2:20][O:21]3)[CH2:22][CH2:23]2)[CH:13]=1, predict the reactants needed to synthesize it. The reactants are: [H-].[Al+3].[Li+].[H-].[H-].[H-].[Br:7][C:8]1[CH:9]=[CH:10][C:11]([O:26][CH3:27])=[C:12]([C:14]2([C:24]#[N:25])[CH2:23][CH2:22][C:17]3([O:21][CH2:20][CH2:19][O:18]3)[CH2:16][CH2:15]2)[CH:13]=1.[OH-].[Na+]. (2) Given the product [Cl:1][C:2]1[C:3]([F:43])=[C:4]([C@:8]([C@@H:16]2[CH2:21][CH2:20][CH2:19][N:18]([C:22]([O:24][CH:25]([CH2:26][NH:27][CH3:28])[CH2:36][CH:37]3[CH2:38][CH2:39][CH2:40][CH2:41][CH2:42]3)=[O:23])[CH2:17]2)([OH:15])[CH2:9][CH2:10][CH2:11][CH2:12][O:13][CH3:14])[CH:5]=[CH:6][CH:7]=1, predict the reactants needed to synthesize it. The reactants are: [Cl:1][C:2]1[C:3]([F:43])=[C:4]([C@:8]([C@@H:16]2[CH2:21][CH2:20][CH2:19][N:18]([C:22]([O:24][CH:25]([CH2:36][CH:37]3[CH2:42][CH2:41][CH2:40][CH2:39][CH2:38]3)[CH2:26][N:27](C(OC(C)(C)C)=O)[CH3:28])=[O:23])[CH2:17]2)([OH:15])[CH2:9][CH2:10][CH2:11][CH2:12][O:13][CH3:14])[CH:5]=[CH:6][CH:7]=1. (3) The reactants are: O=[CH:2][CH2:3][C@H:4]([NH:11][C:12](=[O:18])[O:13][C:14]([CH3:17])([CH3:16])[CH3:15])[C:5]1[CH:10]=[CH:9][CH:8]=[CH:7][CH:6]=1.Cl.[NH2:20][C:21]1([C:26]([O:28][CH3:29])=[O:27])[CH2:25][CH2:24][CH2:23][CH2:22]1.CCN(C(C)C)C(C)C.C([O-])(O)=O.[Na+]. Given the product [C:14]([O:13][C:12]([NH:11][C@H:4]([C:5]1[CH:10]=[CH:9][CH:8]=[CH:7][CH:6]=1)[CH2:3][CH2:2][NH:20][C:21]1([C:26]([O:28][CH3:29])=[O:27])[CH2:25][CH2:24][CH2:23][CH2:22]1)=[O:18])([CH3:17])([CH3:16])[CH3:15], predict the reactants needed to synthesize it. (4) Given the product [NH2:1][C:2]1[N:7]=[C:6]([C:8]2[CH:13]=[CH:12][C:11]([CH2:14][C@H:15]([NH:19][C:20]([O:22][C:23]([CH3:26])([CH3:25])[CH3:24])=[O:21])[C:16]([OH:18])=[O:17])=[CH:10][CH:9]=2)[CH:5]=[C:4]([O:27][C@@H:28]([C:33]2[CH:38]=[CH:37][C:36]([C:48]3[CH:49]=[N:50][O:51][CH:52]=3)=[CH:35][CH:34]=2)[C:29]([F:32])([F:31])[F:30])[N:3]=1, predict the reactants needed to synthesize it. The reactants are: [NH2:1][C:2]1[N:7]=[C:6]([C:8]2[CH:13]=[CH:12][C:11]([CH2:14][C@H:15]([NH:19][C:20]([O:22][C:23]([CH3:26])([CH3:25])[CH3:24])=[O:21])[C:16]([OH:18])=[O:17])=[CH:10][CH:9]=2)[CH:5]=[C:4]([O:27][C@@H:28]([C:33]2[CH:38]=[CH:37][C:36](Br)=[CH:35][CH:34]=2)[C:29]([F:32])([F:31])[F:30])[N:3]=1.CC1(C)C(C)(C)OB([C:48]2[CH:49]=[N:50][O:51][CH:52]=2)O1.C(#N)C.C(=O)([O-])[O-].[Na+].[Na+]. (5) Given the product [CH3:1][O:2][C:3]1[CH:29]=[C:28]([O:30][CH3:31])[CH:27]=[CH:26][C:4]=1[CH2:5][N:6]([CH2:33][CH2:34][N:35]1[CH2:40][CH2:39][O:38][CH2:37][CH2:36]1)[C:7]1[CH:8]=[C:9]2[C:13](=[CH:14][CH:15]=1)[C:12](=[C:16]1[C:24]3[C:19](=[CH:20][CH:21]=[CH:22][CH:23]=3)[NH:18][C:17]1=[O:25])[O:11][CH2:10]2, predict the reactants needed to synthesize it. The reactants are: [CH3:1][O:2][C:3]1[CH:29]=[C:28]([O:30][CH3:31])[CH:27]=[CH:26][C:4]=1[CH2:5][NH:6][C:7]1[CH:8]=[C:9]2[C:13](=[CH:14][CH:15]=1)[C:12](=[C:16]1[C:24]3[C:19](=[CH:20][CH:21]=[CH:22][CH:23]=3)[NH:18][C:17]1=[O:25])[O:11][CH2:10]2.I[CH2:33][CH2:34][N:35]1[CH2:40][CH2:39][O:38][CH2:37][CH2:36]1.C(N(CC)C(C)C)(C)C. (6) The reactants are: [N+:1]([C:4]1[S:8][C:7]([NH:9][C:10](=[O:15])CCCC)=[N:6][CH:5]=1)([O-:3])=[O:2].[NH2:16][C:17]1N=C(NC2C=CC(OC)=CC=2)S[C:21]=1[C:22](=O)[CH3:23].C(NC(NC1SC([N+]([O-])=O)=CN=1)=O)C1C=CC=CC=1.COC1C=CC(CCC(NC2SC([N+]([O-])=O)=CN=2)=O)=CC=1.COC1C=CC(CCCC(NC2SC([N+]([O-])=O)=CN=2)=O)=CC=1.COC1C=C(CC(NC2SC([N+]([O-])=O)=CN=2)=O)C=CC=1.FC1C=CC(C(C)C(NC2SC([N+]([O-])=O)=CN=2)=O)=CC=1.CC1C=C(CC(NC2SC([N+]([O-])=O)=CN=2)=O)C=CC=1.C(NC(NC1C2C(=CC=CC=2)C=CC=1)=O)C1C=CC=CC=1. Given the product [CH2:17]([NH:16][C:10]([NH:9][C:7]1[S:8][C:4]([N+:1]([O-:3])=[O:2])=[CH:5][N:6]=1)=[O:15])[CH2:21][CH2:22][CH3:23], predict the reactants needed to synthesize it. (7) Given the product [CH2:28]([N:26]([CH3:27])[C:19]1[C:18]([C:16]([NH:15][C:6]2([C:4]([OH:5])=[O:3])[CH2:14][C:13]3[C:8](=[CH:9][CH:10]=[CH:11][CH:12]=3)[CH2:7]2)=[O:17])=[C:23]([CH3:24])[CH:22]=[C:21]([CH3:25])[N:20]=1)[CH3:29], predict the reactants needed to synthesize it. The reactants are: C([O:3][C:4]([C:6]1([NH:15][C:16]([C:18]2[C:19]([N:26]([CH2:28][CH3:29])[CH3:27])=[N:20][C:21]([CH3:25])=[CH:22][C:23]=2[CH3:24])=[O:17])[CH2:14][C:13]2[C:8](=[CH:9][CH:10]=[CH:11][CH:12]=2)[CH2:7]1)=[O:5])C.O1CCOCC1.CO. (8) Given the product [CH:24]1[N:11]2[C:12]3[CH:13]=[CH:14][CH:15]=[C:16]([C:19]([OH:21])=[O:20])[C:17]=3[N:18]=[CH:9][C:10]2=[CH:26][N:25]=1, predict the reactants needed to synthesize it. The reactants are: FC1C=CC=CC=1N[C:9]1[C:10]2[N:11]([CH:24]=[N:25][CH:26]=2)[C:12]2[CH:13]=[CH:14][CH:15]=[C:16]([C:19]([O:21]CC)=[O:20])[C:17]=2[N:18]=1.[OH-].[Na+].O.Cl.